From a dataset of Reaction yield outcomes from USPTO patents with 853,638 reactions. Predict the reaction yield, written as a fraction of the theoretical maximum amount of product (1.0 means a 100% yield; for example, 0.34 means a 34% yield). (1) The reactants are [C:12]([O:11][C:9](O[C:9]([O:11][C:12]([CH3:15])([CH3:14])[CH3:13])=[O:10])=[O:10])([CH3:15])([CH3:14])[CH3:13].[NH:16]1[CH2:19][CH:18]([C:20]([OH:22])=[O:21])[CH2:17]1. The catalyst is C1COCC1.O.[OH-].[K+]. The product is [C:12]([O:11][C:9]([N:16]1[CH2:19][CH:18]([C:20]([OH:22])=[O:21])[CH2:17]1)=[O:10])([CH3:13])([CH3:14])[CH3:15]. The yield is 0.700. (2) The reactants are C([O:3][C:4](=[O:40])[CH2:5][O:6][C:7]1[CH:12]=[CH:11][C:10]([S:13][CH:14]([CH2:18][CH2:19][O:20][C:21]2[CH:35]=[CH:34][C:24]3[C:25]([C:28]4[CH:33]=[CH:32][CH:31]=[CH:30][CH:29]=4)=[N:26][O:27][C:23]=3[C:22]=2[CH2:36][CH2:37][CH3:38])[CH2:15][CH2:16][CH3:17])=[CH:9][C:8]=1[CH3:39])C.[OH-].[Na+].Cl. The catalyst is C(O)C.O. The product is [CH3:39][C:8]1[CH:9]=[C:10]([S:13][CH:14]([CH2:18][CH2:19][O:20][C:21]2[CH:35]=[CH:34][C:24]3[C:25]([C:28]4[CH:29]=[CH:30][CH:31]=[CH:32][CH:33]=4)=[N:26][O:27][C:23]=3[C:22]=2[CH2:36][CH2:37][CH3:38])[CH2:15][CH2:16][CH3:17])[CH:11]=[CH:12][C:7]=1[O:6][CH2:5][C:4]([OH:40])=[O:3]. The yield is 0.990. (3) The catalyst is ClCCl.C(#N)C.C(OCC)(=O)C. The product is [Cl:28][C:2]([Cl:1])([Cl:27])[CH2:3][O:4][C:5]([C@@H:7]1[CH2:12][CH2:11][CH2:10][N:9]([C:13](=[O:15])[C@@H:44]([NH:43][C:41]([O:40][C:36]([CH3:39])([CH3:38])[CH3:37])=[O:42])[CH2:48][O:49][CH2:50][C:51]2([CH3:55])[CH2:54][O:53][CH2:52]2)[NH:8]1)=[O:6]. The yield is 0.590. The reactants are [Cl:1][C:2]([Cl:28])([Cl:27])[CH2:3][O:4][C:5]([C@@H:7]1[CH2:12][CH2:11][CH2:10][N:9]([C:13]([O:15]C(C)(C)C)=O)[N:8]1C(OC(C)(C)C)=O)=[O:6].FC(F)(F)C(O)=O.[C:36]([O:40][C:41]([NH:43][C@@H:44]([CH2:48][O:49][CH2:50][C:51]1([CH3:55])[CH2:54][O:53][CH2:52]1)C(O)=O)=[O:42])([CH3:39])([CH3:38])[CH3:37].C(N(CC)C(C)C)(C)C.C[NH3+].F[P-](F)(F)(F)(F)F.N1(OC(N(C)C)=[N+](C)C)C2N=CC=CC=2N=N1.F[P-](F)(F)(F)(F)F. (4) The reactants are [NH:1]([C:62]([O:64][C:65]([CH3:68])([CH3:67])[CH3:66])=[O:63])[C@H:2]([C:20]([N:22]1[CH2:61][CH2:60][CH2:59][C@H:23]1[C:24]([NH:26][C@H:27]([C:29]([NH:31][C@H:32]([C:49]([O:51]CC1C=CC=CC=1)=[O:50])[CH2:33][CH2:34][CH2:35][CH2:36][NH:37][C:38]([O:40][CH2:41][C:42]1[CH:48]=[CH:47][CH:46]=[CH:45][C:43]=1[Cl:44])=[O:39])=[O:30])[CH3:28])=[O:25])=[O:21])[CH2:3][CH2:4][CH2:5][NH:6][C:7](=[NH:19])[NH:8][S:9]([C:12]1[CH:18]=[CH:17][C:15]([CH3:16])=[CH:14][CH:13]=1)(=[O:11])=[O:10].[OH-].[Na+].C(Cl)(Cl)Cl.CO. The catalyst is CO. The product is [NH:1]([C:62]([O:64][C:65]([CH3:66])([CH3:68])[CH3:67])=[O:63])[C@H:2]([C:20]([N:22]1[CH2:61][CH2:60][CH2:59][C@H:23]1[C:24]([NH:26][C@H:27]([C:29]([NH:31][C@H:32]([C:49]([OH:51])=[O:50])[CH2:33][CH2:34][CH2:35][CH2:36][NH:37][C:38]([O:40][CH2:41][C:42]1[CH:48]=[CH:47][CH:46]=[CH:45][C:43]=1[Cl:44])=[O:39])=[O:30])[CH3:28])=[O:25])=[O:21])[CH2:3][CH2:4][CH2:5][NH:6][C:7](=[NH:19])[NH:8][S:9]([C:12]1[CH:13]=[CH:14][C:15]([CH3:16])=[CH:17][CH:18]=1)(=[O:11])=[O:10]. The yield is 0.840. (5) The reactants are Br[C:2]1[CH:14]=[CH:13][C:12]2[C:11]3[C:6](=[CH:7][CH:8]=[CH:9][CH:10]=3)[C:5]([CH3:16])([CH3:15])[C:4]=2[CH:3]=1.[C:17]1([C:24]2[CH:29]=[CH:28][CH:27]=[CH:26][CH:25]=2)[CH:22]=[CH:21][C:20]([NH2:23])=[CH:19][CH:18]=1.CC(C)([O-])C.[Na+]. The catalyst is CC([O-])=O.CC([O-])=O.[Pd+2].CC1C=CC=CC=1C. The product is [C:17]1([C:24]2[CH:29]=[CH:28][CH:27]=[CH:26][CH:25]=2)[CH:18]=[CH:19][C:20]([NH:23][C:2]2[CH:14]=[CH:13][C:12]3[C:11]4[C:6](=[CH:7][CH:8]=[CH:9][CH:10]=4)[C:5]([CH3:16])([CH3:15])[C:4]=3[CH:3]=2)=[CH:21][CH:22]=1. The yield is 0.430. (6) The reactants are [CH2:1]([O:5][C:6]1[C:15]2[C:10](=[CH:11][CH:12]=[C:13]([C:16]3[S:17][CH:18]=[C:19]([C:21]([O:23]CC)=[O:22])[N:20]=3)[CH:14]=2)[C:9](=[O:26])[N:8]([CH2:27][CH:28]([CH3:30])[CH3:29])[C:7]=1[CH2:31][NH:32][C:33]([O:35][C:36]([CH3:39])([CH3:38])[CH3:37])=[O:34])[CH2:2][CH2:3][CH3:4].C(O)C.[OH-].[Na+].Cl. The catalyst is O1CCCC1.O. The product is [CH2:1]([O:5][C:6]1[C:15]2[C:10](=[CH:11][CH:12]=[C:13]([C:16]3[S:17][CH:18]=[C:19]([C:21]([OH:23])=[O:22])[N:20]=3)[CH:14]=2)[C:9](=[O:26])[N:8]([CH2:27][CH:28]([CH3:29])[CH3:30])[C:7]=1[CH2:31][NH:32][C:33]([O:35][C:36]([CH3:39])([CH3:38])[CH3:37])=[O:34])[CH2:2][CH2:3][CH3:4]. The yield is 0.924. (7) The reactants are C(=O)([O-])[O-].[K+].[K+].C([O:10][C:11]1[CH:12]=[C:13]([C@:17]2([CH3:37])[CH2:22][CH2:21][N:20]([CH2:23][C@H:24]([CH2:29][C:30]3[CH:35]=[CH:34][CH:33]=[CH:32][CH:31]=3)[C:25]([O:27][CH3:28])=[O:26])[CH2:19][C@@H:18]2[CH3:36])[CH:14]=[CH:15][CH:16]=1)(=O)C.O. The catalyst is CO. The product is [OH:10][C:11]1[CH:12]=[C:13]([C@:17]2([CH3:37])[CH2:22][CH2:21][N:20]([CH2:23][C@H:24]([CH2:29][C:30]3[CH:31]=[CH:32][CH:33]=[CH:34][CH:35]=3)[C:25]([O:27][CH3:28])=[O:26])[CH2:19][C@@H:18]2[CH3:36])[CH:14]=[CH:15][CH:16]=1. The yield is 0.870.